The task is: Predict the product of the given reaction.. This data is from Forward reaction prediction with 1.9M reactions from USPTO patents (1976-2016). Given the reactants [CH3:1][O:2][C:3]1[CH:4]=[C:5]([C:9]2[N:29]=[C:12]3[CH:13]=[C:14]([NH:17][C:18]([C:20]4[N:24]([CH3:25])[N:23]=[CH:22][C:21]=4[C:26](O)=[O:27])=[O:19])[CH:15]=[CH:16][N:11]3[N:10]=2)[CH:6]=[CH:7][CH:8]=1.[NH:30]1[CH2:35][CH2:34][O:33][CH2:32][CH2:31]1, predict the reaction product. The product is: [CH3:1][O:2][C:3]1[CH:4]=[C:5]([C:9]2[N:29]=[C:12]3[CH:13]=[C:14]([NH:17][C:18]([C:20]4[N:24]([CH3:25])[N:23]=[CH:22][C:21]=4[C:26]([N:30]4[CH2:35][CH2:34][O:33][CH2:32][CH2:31]4)=[O:27])=[O:19])[CH:15]=[CH:16][N:11]3[N:10]=2)[CH:6]=[CH:7][CH:8]=1.